Dataset: Full USPTO retrosynthesis dataset with 1.9M reactions from patents (1976-2016). Task: Predict the reactants needed to synthesize the given product. (1) Given the product [C:1]([C:3]1[CH:4]=[CH:5][C:6]([OH:32])=[C:7]([S:9]([NH:12][CH2:13][CH2:14][C:15]2[CH:20]=[CH:19][C:18]([CH:21]([CH3:23])[CH3:22])=[CH:17][C:16]=2[NH:24][C:25](=[O:31])[C:26]([OH:28])=[O:27])(=[O:10])=[O:11])[CH:8]=1)#[N:2], predict the reactants needed to synthesize it. The reactants are: [C:1]([C:3]1[CH:4]=[CH:5][C:6]([O:32]C)=[C:7]([S:9]([NH:12][CH2:13][CH2:14][C:15]2[CH:20]=[CH:19][C:18]([CH:21]([CH3:23])[CH3:22])=[CH:17][C:16]=2[NH:24][C:25](=[O:31])[C:26]([O:28]CC)=[O:27])(=[O:11])=[O:10])[CH:8]=1)#[N:2].[Cl-].[Li+].Cl. (2) Given the product [C:8]1([CH2:14][CH:15]([CH3:19])[CH2:16][CH:17]=[O:18])[CH2:13][CH2:12][CH2:11][CH2:10][CH:9]=1, predict the reactants needed to synthesize it. The reactants are: [Na+].[Br-].C([O-])(O)=O.[Na+].[C:8]1([CH2:14][CH:15]([CH3:19])[CH2:16][CH2:17][OH:18])[CH2:13][CH2:12][CH2:11][CH2:10][CH:9]=1.[O-]Cl.[Na+]. (3) Given the product [NH2:1][C:4]1[CH:9]=[CH:8][C:7]([CH2:10][S:11]([CH2:14][CH2:15][OH:16])(=[O:13])=[O:12])=[CH:6][CH:5]=1, predict the reactants needed to synthesize it. The reactants are: [N+:1]([C:4]1[CH:9]=[CH:8][C:7]([CH2:10][S:11]([CH2:14][CH2:15][OH:16])(=[O:13])=[O:12])=[CH:6][CH:5]=1)([O-])=O. (4) Given the product [CH3:22][O:21][C:18]1[CH:17]=[CH:16][C:15]([CH2:14][N:7]2[CH:8]=[C:9]3[C:5]([NH:4][CH2:1][CH:12]=[CH:11][C:10]3=[O:13])=[N:6]2)=[CH:20][CH:19]=1, predict the reactants needed to synthesize it. The reactants are: [CH2:1]([NH:4][C:5]1[C:9]([C:10](=[O:13])[CH:11]=[CH2:12])=[CH:8][N:7]([CH2:14][C:15]2[CH:20]=[CH:19][C:18]([O:21][CH3:22])=[CH:17][CH:16]=2)[N:6]=1)C=C.